From a dataset of Forward reaction prediction with 1.9M reactions from USPTO patents (1976-2016). Predict the product of the given reaction. Given the reactants Br[CH:2]1[CH2:10][C:9]2[C:4](=[CH:5][CH:6]=[CH:7][CH:8]=2)[N:3]1[S:11](N)(=[O:13])=[O:12].[C:15]([O-])([O-])=[O:16].[K+].[K+].[C:21]([C:23]1[CH:28]=[CH:27][C:26](B(O)O)=[CH:25][CH:24]=1)#[N:22].[C:32]1(C)[CH:37]=[CH:36][CH:35]=[CH:34][CH:33]=1, predict the reaction product. The product is: [CH3:15][O:16][C:32]1[CH:37]=[CH:36][C:35]([S:11]([N:3]2[C:4]3[C:9](=[CH:8][CH:7]=[CH:6][C:5]=3[C:26]3[CH:27]=[CH:28][C:23]([C:21]#[N:22])=[CH:24][CH:25]=3)[CH2:10][CH2:2]2)(=[O:13])=[O:12])=[CH:34][CH:33]=1.